This data is from NCI-60 drug combinations with 297,098 pairs across 59 cell lines. The task is: Regression. Given two drug SMILES strings and cell line genomic features, predict the synergy score measuring deviation from expected non-interaction effect. Drug 1: CCC1=C2CN3C(=CC4=C(C3=O)COC(=O)C4(CC)O)C2=NC5=C1C=C(C=C5)O. Drug 2: C(CC(=O)O)C(=O)CN.Cl. Cell line: TK-10. Synergy scores: CSS=14.4, Synergy_ZIP=-2.59, Synergy_Bliss=0.675, Synergy_Loewe=2.03, Synergy_HSA=2.11.